From a dataset of Forward reaction prediction with 1.9M reactions from USPTO patents (1976-2016). Predict the product of the given reaction. (1) Given the reactants [CH3:1][O:2][P:3]([C:7]1[CH:8]=[C:9]([C:13]2[CH:18]=[CH:17][C:16]([C@@H:19]3[C@@H:22]([CH2:23][CH2:24][C@H:25]([O:33][Si:34]([C:37]([CH3:40])([CH3:39])[CH3:38])([CH3:36])[CH3:35])[C:26]4[CH:31]=[CH:30][C:29]([F:32])=[CH:28][CH:27]=4)[C:21](=[O:41])[N:20]3[C:42]3[CH:47]=[CH:46][CH:45]=[CH:44][CH:43]=3)=[C:15]([O:48][Si](C(C)(C)C)(C)C)[CH:14]=2)[CH:10]=[CH:11][CH:12]=1)(=[O:6])[O:4][CH3:5].[F-].[K+].C(OCC)(=O)C, predict the reaction product. The product is: [CH3:1][O:2][P:3]([C:7]1[CH:8]=[C:9]([C:13]2[CH:18]=[CH:17][C:16]([C@@H:19]3[C@@H:22]([CH2:23][CH2:24][C@H:25]([O:33][Si:34]([C:37]([CH3:40])([CH3:39])[CH3:38])([CH3:36])[CH3:35])[C:26]4[CH:31]=[CH:30][C:29]([F:32])=[CH:28][CH:27]=4)[C:21](=[O:41])[N:20]3[C:42]3[CH:47]=[CH:46][CH:45]=[CH:44][CH:43]=3)=[C:15]([OH:48])[CH:14]=2)[CH:10]=[CH:11][CH:12]=1)(=[O:6])[O:4][CH3:5]. (2) Given the reactants [Cl:1][C:2]1[CH:7]=[CH:6][C:5]([F:8])=[CH:4][C:3]=1[C@H:9]1[CH2:13][CH2:12][CH2:11][N:10]1[C:14]1[CH:19]=[CH:18][N:17]2[N:20]=[CH:21][C:22]([NH2:23])=[C:16]2[N:15]=1.C1N=CN([C:29]([N:31]2[CH:35]=N[CH:33]=[CH:32]2)=[O:30])C=1.N1CC[C@H:38]([OH:41])C1, predict the reaction product. The product is: [Cl:1][C:2]1[CH:7]=[CH:6][C:5]([F:8])=[CH:4][C:3]=1[C@H:9]1[CH2:13][CH2:12][CH2:11][N:10]1[C:14]1[CH:19]=[CH:18][N:17]2[N:20]=[CH:21][C:22]([NH:23][C:29]([N:31]3[CH2:32][CH2:33][C@H:38]([OH:41])[CH2:35]3)=[O:30])=[C:16]2[N:15]=1. (3) Given the reactants [C:1]([C:3]1[CH:4]=[C:5]([C:25]2[N:30]=[CH:29][N:28]=[C:27]([NH:31][C:32]3[CH:37]=[CH:36][C:35]([CH:38]4[CH2:43][CH2:42][N:41](C(OC(C)(C)C)=O)[CH2:40][CH2:39]4)=[C:34]([CH3:51])[CH:33]=3)[N:26]=2)[CH:6]=[CH:7][C:8]=1[O:9][C@H:10]1[CH2:15][CH2:14][N:13]([C:16]([C:18]2[N:19]=[N:20][N:21]([CH3:23])[CH:22]=2)=[O:17])[CH2:12][C@H:11]1[F:24])#[N:2].FC(F)(F)C(O)=O.[OH-].[NH4+], predict the reaction product. The product is: [F:24][C@H:11]1[C@@H:10]([O:9][C:8]2[CH:7]=[CH:6][C:5]([C:25]3[N:26]=[C:27]([NH:31][C:32]4[CH:37]=[CH:36][C:35]([CH:38]5[CH2:43][CH2:42][NH:41][CH2:40][CH2:39]5)=[C:34]([CH3:51])[CH:33]=4)[N:28]=[CH:29][N:30]=3)=[CH:4][C:3]=2[C:1]#[N:2])[CH2:15][CH2:14][N:13]([C:16]([C:18]2[N:19]=[N:20][N:21]([CH3:23])[CH:22]=2)=[O:17])[CH2:12]1. (4) The product is: [CH3:18][O:19][C:20]1[C:21]([C:22](=[O:23])[CH2:11][P:12](=[O:17])([O:15][CH3:16])[O:13][CH3:14])=[CH:26][CH:27]=[CH:28][N:29]=1. Given the reactants C[Si](C)(C)N[Si](C)(C)C.[Li].[CH3:11][P:12](=[O:17])([O:15][CH3:16])[O:13][CH3:14].[CH3:18][O:19][C:20]1[N:29]=[CH:28][CH:27]=[CH:26][C:21]=1[C:22](OC)=[O:23], predict the reaction product. (5) The product is: [OH:11][C:5]1[CH:4]=[CH:3][C:2]([I:1])=[CH:10][C:6]=1[C:7]([NH:17][C:16]1[CH:18]=[C:19]([C:21]([F:22])([F:23])[F:24])[CH:20]=[C:14]([C:13]([F:12])([F:25])[F:26])[CH:15]=1)=[O:9]. Given the reactants [I:1][C:2]1[CH:10]=[C:6]([C:7]([OH:9])=O)[C:5]([OH:11])=[CH:4][CH:3]=1.[F:12][C:13]([F:26])([F:25])[C:14]1[CH:15]=[C:16]([CH:18]=[C:19]([C:21]([F:24])([F:23])[F:22])[CH:20]=1)[NH2:17], predict the reaction product. (6) Given the reactants [CH3:1][N:2]1[CH:6]=[C:5]([C:7]2[CH:12]=[CH:11][CH:10]=[CH:9][CH:8]=2)[N:4]=[CH:3]1.C([Li])CCC.[Cl:18]C(Cl)(Cl)C(Cl)(Cl)Cl, predict the reaction product. The product is: [Cl:18][C:3]1[N:2]([CH3:1])[CH:6]=[C:5]([C:7]2[CH:8]=[CH:9][CH:10]=[CH:11][CH:12]=2)[N:4]=1. (7) Given the reactants C(OC([N:8]1[C:16]2[C:11](=[CH:12][CH:13]=[CH:14][CH:15]=2)[C:10]([CH:17]=O)=[CH:9]1)=O)(C)(C)C.[BH-](O[C:29]([CH3:31])=[O:30])(OC(C)=O)OC(C)=O.[Na+], predict the reaction product. The product is: [C:12]1([CH3:13])[CH:11]=[CH:10][CH:9]=[CH:31][C:29]=1[O:30][C:14]1[CH:15]=[C:16]2[C:11]([CH2:17][CH2:10][CH2:9][NH:8]2)=[CH:12][CH:13]=1.